Task: Predict the product of the given reaction.. Dataset: Forward reaction prediction with 1.9M reactions from USPTO patents (1976-2016) (1) Given the reactants [CH2:1]([O:8][C@@H:9]1[C@H:14]([O:15][CH2:16][C:17]2[CH:22]=[CH:21][CH:20]=[CH:19][CH:18]=2)[C@@H:13]([CH2:23][O:24][CH2:25][C:26]2[CH:31]=[CH:30][CH:29]=[CH:28][CH:27]=2)[O:12][CH:10]1[OH:11])[C:2]1[CH:7]=[CH:6][CH:5]=[CH:4][CH:3]=1.[OH-].[K+].Br[CH2:35][CH2:36][N:37]1C(=O)C2=CC=CC=C2C1=O.O.NN, predict the reaction product. The product is: [CH2:1]([O:8][C@@H:9]1[C@H:14]([O:15][CH2:16][C:17]2[CH:18]=[CH:19][CH:20]=[CH:21][CH:22]=2)[C@@H:13]([CH2:23][O:24][CH2:25][C:26]2[CH:31]=[CH:30][CH:29]=[CH:28][CH:27]=2)[O:12][CH:10]1[O:11][CH2:35][CH2:36][NH2:37])[C:2]1[CH:3]=[CH:4][CH:5]=[CH:6][CH:7]=1. (2) Given the reactants [Cl:1][C:2]1[CH:3]=[N:4][CH:5]=[C:6]([Cl:24])[C:7]=1[CH2:8][C:9]([C:11]1[C:12]2[N:13]([N:19]=[C:20]([C:22]#[N:23])[CH:21]=2)[C:14]([O:17][CH3:18])=[CH:15][CH:16]=1)=[O:10].C1C=C(Cl)C=C(C(OO)=[O:33])C=1.C(=O)([O-])O.[Na+], predict the reaction product. The product is: [Cl:24][C:6]1[CH:5]=[N+:4]([O-:33])[CH:3]=[C:2]([Cl:1])[C:7]=1[CH2:8][C:9]([C:11]1[C:12]2[N:13]([N:19]=[C:20]([C:22]#[N:23])[CH:21]=2)[C:14]([O:17][CH3:18])=[CH:15][CH:16]=1)=[O:10]. (3) Given the reactants [C:1]([C:5]1[CH:6]=[C:7]([C:24](=[O:26])[CH3:25])[CH:8]=[C:9]([O:13][CH2:14][CH2:15][CH2:16][O:17]C2CCCCO2)[C:10]=1[O:11][CH3:12])([CH3:4])([CH3:3])[CH3:2].[Br-:27].[Br-].[Br-].C1([N+](C)(C)C)C=CC=CC=1.C1([N+](C)(C)C)C=CC=CC=1.C1([N+](C)(C)C)C=CC=CC=1, predict the reaction product. The product is: [Br:27][CH2:25][C:24]([C:7]1[CH:8]=[C:9]([O:13][CH2:14][CH2:15][CH2:16][OH:17])[C:10]([O:11][CH3:12])=[C:5]([C:1]([CH3:4])([CH3:3])[CH3:2])[CH:6]=1)=[O:26]. (4) Given the reactants [C:1]([C:5]1[CH:17]=[CH:16][C:15]2[C:14]3[C:9](=[CH:10][C:11]([C:18]([CH3:21])([CH3:20])[CH3:19])=[CH:12][CH:13]=3)[CH2:8][C:7]=2[CH:6]=1)([CH3:4])([CH3:3])[CH3:2].C([Li])CCC.[CH2:27]([O:30][C:31]1[C:36]([C:37]([CH3:40])([CH3:39])[CH3:38])=[CH:35][C:34]([CH3:41])=[CH:33][C:32]=1[Si:42](Cl)([CH2:46][CH2:47][CH3:48])[CH2:43][CH2:44][CH3:45])[CH:28]=[CH2:29].C(=O)([O-])O.[Na+].C(=O)([O-])[O-].[Na+].[Na+], predict the reaction product. The product is: [CH2:27]([O:30][C:31]1[C:36]([C:37]([CH3:38])([CH3:39])[CH3:40])=[CH:35][C:34]([CH3:41])=[CH:33][C:32]=1[Si:42]([CH:8]1[C:7]2[CH:6]=[C:5]([C:1]([CH3:4])([CH3:3])[CH3:2])[CH:17]=[CH:16][C:15]=2[C:14]2[C:9]1=[CH:10][C:11]([C:18]([CH3:21])([CH3:20])[CH3:19])=[CH:12][CH:13]=2)([CH2:43][CH2:44][CH3:45])[CH2:46][CH2:47][CH3:48])[CH:28]=[CH2:29]. (5) Given the reactants [C:1]([N:4]1[CH2:9][CH2:8][N:7]([CH2:10][CH2:11][O:12][C:13]2[CH:22]=[C:21]3[C:16]([C:17](Cl)=[N:18][CH:19]=[N:20]3)=[C:15]([O:24][CH:25]([CH3:27])[CH3:26])[CH:14]=2)[CH2:6][CH2:5]1)(=[O:3])[CH3:2].[NH2:28][C:29]1[CH:34]=[CH:33][N:32]=[C:31]2[O:35][CH2:36][O:37][C:30]=12, predict the reaction product. The product is: [C:1]([N:4]1[CH2:9][CH2:8][N:7]([CH2:10][CH2:11][O:12][C:13]2[CH:22]=[C:21]3[C:16]([C:17]([NH:28][C:29]4[CH:34]=[CH:33][N:32]=[C:31]5[O:35][CH2:36][O:37][C:30]=45)=[N:18][CH:19]=[N:20]3)=[C:15]([O:24][CH:25]([CH3:27])[CH3:26])[CH:14]=2)[CH2:6][CH2:5]1)(=[O:3])[CH3:2].